Dataset: Forward reaction prediction with 1.9M reactions from USPTO patents (1976-2016). Task: Predict the product of the given reaction. (1) Given the reactants I[C:2]1[CH:7]=[CH:6][C:5]([C:8]2[N:12]=[C:11]([C:13]3[CH:17]=[C:16]([CH3:18])[N:15]([CH2:19][C:20]4[CH:25]=[CH:24][C:23]([CH3:26])=[CH:22][CH:21]=4)[N:14]=3)[O:10][N:9]=2)=[CH:4][CH:3]=1.[NH:27]1[CH2:32][CH2:31][O:30][CH2:29][CH2:28]1.C(=O)([O-])[O-].[K+].[K+].C1(P(C2CCCCC2)C2C=CC=CC=2C2C(C(C)(C)C)=CC(C(C)(C)C)=CC=2C(C)(C)C)CCCCC1, predict the reaction product. The product is: [CH3:18][C:16]1[N:15]([CH2:19][C:20]2[CH:25]=[CH:24][C:23]([CH3:26])=[CH:22][CH:21]=2)[N:14]=[C:13]([C:11]2[O:10][N:9]=[C:8]([C:5]3[CH:6]=[CH:7][C:2]([N:27]4[CH2:32][CH2:31][O:30][CH2:29][CH2:28]4)=[CH:3][CH:4]=3)[N:12]=2)[CH:17]=1. (2) Given the reactants C[O:2][C:3](=O)[C:4]1[CH:9]=[CH:8][C:7]([Br:10])=[CH:6][C:5]=1C.O.[NH2:14][NH2:15], predict the reaction product. The product is: [Br:10][C:7]1[CH:8]=[CH:9][C:4]([C:3]([NH:14][NH2:15])=[O:2])=[CH:5][CH:6]=1. (3) Given the reactants C(OC(=O)[NH:7][C:8]1[CH:13]=[CH:12][C:11]([C:14]2[N:18]=[C:17]([C:19]3[CH:24]=[CH:23][C:22]([O:25][C:26]([F:29])([F:28])[F:27])=[CH:21][CH:20]=3)[O:16][N:15]=2)=[CH:10][CH:9]=1)(C)(C)C.C(OC(=O)NC1C=CC(C(=N)NO)=CC=1)(C)(C)C.FC(F)(F)OC1C=CC(C=O)=CC=1, predict the reaction product. The product is: [F:29][C:26]([F:27])([F:28])[O:25][C:22]1[CH:21]=[CH:20][C:19]([C:17]2[O:16][N:15]=[C:14]([C:11]3[CH:12]=[CH:13][C:8]([NH2:7])=[CH:9][CH:10]=3)[N:18]=2)=[CH:24][CH:23]=1. (4) Given the reactants [NH2:1][C:2]1[CH:7]=[C:6]([CH3:8])[CH:5]=[C:4]([CH3:9])[N:3]=1.Cl[CH2:11][CH2:12][O:13][CH2:14][CH2:15]Cl.[I-].[Na+].O.[Cl-].[Na+].O, predict the reaction product. The product is: [CH3:8][C:6]1[CH:5]=[C:4]([CH3:9])[N:3]=[C:2]([N:1]2[CH2:15][CH2:14][O:13][CH2:12][CH2:11]2)[CH:7]=1. (5) Given the reactants [CH3:1][O:2][CH2:3][CH2:4][O:5][C:6]1[CH:7]=[C:8]2[C:20]([NH:21][C:22]3[CH:23]=[CH:24][CH:25]=[C:26]([C:28]#[CH:29])[CH:27]=3)=[N:19][CH:18]=[N:17][C:9]2=[CH:10][C:11]=1[O:12][CH2:13][CH2:14][O:15][CH3:16].Cl.[OH-].[Na+].C(OC(=O)C)C, predict the reaction product. The product is: [CH3:1][O:2][CH2:3][CH2:4][O:5][C:6]1[CH:7]=[C:8]2[C:20]([NH:21][C:22]3[CH:23]=[CH:24][CH:25]=[C:26]([C:28]#[CH:29])[CH:27]=3)=[N:19][CH:18]=[N:17][C:9]2=[CH:10][C:11]=1[O:12][CH2:13][CH2:14][O:15][CH3:16]. (6) Given the reactants [C:1]([O:5][C@@H:6]([C:12]1[C:13]([CH3:27])=[N:14][C:15]2[N:16]([N:19]=[C:20]([C:22]([O:24][CH2:25][CH3:26])=[O:23])[CH:21]=2)[C:17]=1I)[C:7]([O:9][CH2:10][CH3:11])=[O:8])([CH3:4])([CH3:3])[CH3:2].[CH3:28][C:29]1([CH:35]=[CH2:36])[CH2:34][CH2:33][NH:32][CH2:31][CH2:30]1.Cl.CCN(C(C)C)C(C)C, predict the reaction product. The product is: [C:1]([O:5][C@@H:6]([C:12]1[C:13]([CH3:27])=[N:14][C:15]2[N:16]([N:19]=[C:20]([C:22]([O:24][CH2:25][CH3:26])=[O:23])[CH:21]=2)[C:17]=1[N:32]1[CH2:33][CH2:34][C:29]([CH3:28])([CH:35]=[CH2:36])[CH2:30][CH2:31]1)[C:7]([O:9][CH2:10][CH3:11])=[O:8])([CH3:4])([CH3:3])[CH3:2].